This data is from Catalyst prediction with 721,799 reactions and 888 catalyst types from USPTO. The task is: Predict which catalyst facilitates the given reaction. (1) Reactant: [Cl:1][C:2]1[CH:3]=[CH:4][C:5]([O:17][CH3:18])=[C:6]([C:8]([C:10]2[CH:15]=[CH:14][CH:13]=[CH:12][C:11]=2[F:16])=O)[CH:7]=1.[NH2:19][OH:20].Cl.O. Product: [Cl:1][C:2]1[CH:3]=[CH:4][C:5]([O:17][CH3:18])=[C:6]([C:8]([C:10]2[CH:15]=[CH:14][CH:13]=[CH:12][C:11]=2[F:16])=[N:19][OH:20])[CH:7]=1. The catalyst class is: 8. (2) Reactant: Cl.[Br:2][C:3]1[CH:8]=[CH:7][C:6]([NH:9]N)=[CH:5][CH:4]=1.[F:11][C:12]1[CH:17]=[CH:16][CH:15]=[CH:14][C:13]=1[C:18](=O)[CH2:19][CH3:20]. Product: [Br:2][C:3]1[CH:8]=[C:7]2[C:6](=[CH:5][CH:4]=1)[NH:9][C:18]([C:13]1[CH:14]=[CH:15][CH:16]=[CH:17][C:12]=1[F:11])=[C:19]2[CH3:20]. The catalyst class is: 15. (3) Reactant: [C:1]([O:10]C)(=O)[C:2]1[C:3](=[CH:5][CH:6]=[CH:7][CH:8]=1)[SH:4].[CH3:12][S:13][C:14]1[CH:15]=[C:16]([CH:19]=[CH:20][N:21]=1)[C:17]#[N:18].C(N(CC)CC)C. Product: [CH3:12][S:13][C:14]1[CH:15]=[C:16]([C:17]2[S:4][C:3]3[CH:5]=[CH:6][CH:7]=[CH:8][C:2]=3[C:1](=[O:10])[N:18]=2)[CH:19]=[CH:20][N:21]=1. The catalyst class is: 11. (4) Reactant: [CH:1]1[C:13]2[NH:12][C:11]3[C:6](=[CH:7][CH:8]=[CH:9][CH:10]=3)[C:5]=2[CH:4]=[CH:3][CH:2]=1.[H-].[Na+].CN(C)C=O.[CH3:21][O:22][C:23](=[O:32])[C:24]1[CH:29]=[CH:28][C:27]([CH2:30]Br)=[CH:26][CH:25]=1. Product: [CH3:21][O:22][C:23](=[O:32])[C:24]1[CH:29]=[CH:28][C:27]([CH2:30][N:12]2[C:11]3[CH:10]=[CH:9][CH:8]=[CH:7][C:6]=3[C:5]3[C:13]2=[CH:1][CH:2]=[CH:3][CH:4]=3)=[CH:26][CH:25]=1. The catalyst class is: 6. (5) Reactant: C(OC([N:8]1[CH2:12][C@@H:11]([O:13][CH2:14][C:15]2[CH:20]=[CH:19][C:18]([Cl:21])=[CH:17][CH:16]=2)[CH2:10][C@H:9]1[C:22]([OH:24])=[O:23])=O)(C)(C)C.FC(F)(F)C(O)=O. Product: [Cl:21][C:18]1[CH:19]=[CH:20][C:15]([CH2:14][O:13][C@@H:11]2[CH2:12][NH:8][C@H:9]([C:22]([OH:24])=[O:23])[CH2:10]2)=[CH:16][CH:17]=1. The catalyst class is: 4. (6) Reactant: [N:1]1[CH:6]=[CH:5][CH:4]=[C:3]([CH2:7][O:8][C:9]2[CH:14]=[CH:13][C:12]([CH2:15][C:16]([O:18]C)=[O:17])=[CH:11][CH:10]=2)[CH:2]=1.[OH-].[Na+]. Product: [N:1]1[CH:6]=[CH:5][CH:4]=[C:3]([CH2:7][O:8][C:9]2[CH:14]=[CH:13][C:12]([CH2:15][C:16]([OH:18])=[O:17])=[CH:11][CH:10]=2)[CH:2]=1. The catalyst class is: 5. (7) Reactant: Br[C:2]1[N:6]([CH3:7])[CH:5]=[N:4][CH:3]=1.CON(C)[C:11]([C:13]1[S:17][C:16]([CH3:18])=[N:15][C:14]=1[CH3:19])=[O:12]. Product: [CH3:18][C:16]1[S:17][C:13]([C:11]([C:2]2[N:6]([CH3:7])[CH:5]=[N:4][CH:3]=2)=[O:12])=[C:14]([CH3:19])[N:15]=1. The catalyst class is: 1.